This data is from Full USPTO retrosynthesis dataset with 1.9M reactions from patents (1976-2016). The task is: Predict the reactants needed to synthesize the given product. (1) The reactants are: [Br:1][C:2]1[CH:3]=[CH:4][C:5]([C:10](Br)([F:12])[F:11])=[C:6]([CH:9]=1)[CH:7]=[O:8].[OH:14][C:15]1[CH:20]=[CH:19][CH:18]=[CH:17][C:16]=1[C:21]1[N:26]=[C:25]([N:27]2[C:31]([C:32]([F:35])([F:34])[F:33])=[C:30]([C:36]([O:38][CH2:39][CH3:40])=[O:37])[CH:29]=[N:28]2)[CH:24]=[CH:23][CH:22]=1. Given the product [Br:1][C:2]1[CH:3]=[CH:4][C:5]([C:10]([F:12])([F:11])[O:14][C:15]2[CH:20]=[CH:19][CH:18]=[CH:17][C:16]=2[C:21]2[N:26]=[C:25]([N:27]3[C:31]([C:32]([F:35])([F:34])[F:33])=[C:30]([C:36]([O:38][CH2:39][CH3:40])=[O:37])[CH:29]=[N:28]3)[CH:24]=[CH:23][CH:22]=2)=[C:6]([CH:7]=[O:8])[CH:9]=1, predict the reactants needed to synthesize it. (2) Given the product [Cl:14][CH2:15][CH2:16][CH2:17][N:4]1[CH2:5][CH2:6][N:1]([C:7]([O:9][C:10]([CH3:13])([CH3:12])[CH3:11])=[O:8])[CH2:2][CH2:3]1, predict the reactants needed to synthesize it. The reactants are: [N:1]1([C:7]([O:9][C:10]([CH3:13])([CH3:12])[CH3:11])=[O:8])[CH2:6][CH2:5][NH:4][CH2:3][CH2:2]1.[Cl:14][CH2:15][CH2:16][CH2:17]I.C([O-])([O-])=O.[K+].[K+].